This data is from NCI-60 drug combinations with 297,098 pairs across 59 cell lines. The task is: Regression. Given two drug SMILES strings and cell line genomic features, predict the synergy score measuring deviation from expected non-interaction effect. (1) Drug 1: CC1=C2C(C(=O)C3(C(CC4C(C3C(C(C2(C)C)(CC1OC(=O)C(C(C5=CC=CC=C5)NC(=O)OC(C)(C)C)O)O)OC(=O)C6=CC=CC=C6)(CO4)OC(=O)C)OC)C)OC. Drug 2: C(=O)(N)NO. Cell line: HOP-62. Synergy scores: CSS=24.5, Synergy_ZIP=-0.599, Synergy_Bliss=-3.39, Synergy_Loewe=-31.1, Synergy_HSA=-3.41. (2) Drug 1: CN1CCC(CC1)COC2=C(C=C3C(=C2)N=CN=C3NC4=C(C=C(C=C4)Br)F)OC. Drug 2: C1CNP(=O)(OC1)N(CCCl)CCCl. Cell line: ACHN. Synergy scores: CSS=16.1, Synergy_ZIP=-0.920, Synergy_Bliss=4.59, Synergy_Loewe=-20.7, Synergy_HSA=2.31. (3) Drug 1: CC1C(C(CC(O1)OC2CC(CC3=C2C(=C4C(=C3O)C(=O)C5=C(C4=O)C(=CC=C5)OC)O)(C(=O)CO)O)N)O. Drug 2: CC1=C(C(=CC=C1)Cl)NC(=O)C2=CN=C(S2)NC3=CC(=NC(=N3)C)N4CCN(CC4)CCO. Cell line: SK-OV-3. Synergy scores: CSS=73.0, Synergy_ZIP=-0.223, Synergy_Bliss=-0.993, Synergy_Loewe=3.81, Synergy_HSA=6.68. (4) Drug 1: CC1C(C(=O)NC(C(=O)N2CCCC2C(=O)N(CC(=O)N(C(C(=O)O1)C(C)C)C)C)C(C)C)NC(=O)C3=C4C(=C(C=C3)C)OC5=C(C(=O)C(=C(C5=N4)C(=O)NC6C(OC(=O)C(N(C(=O)CN(C(=O)C7CCCN7C(=O)C(NC6=O)C(C)C)C)C)C(C)C)C)N)C. Drug 2: CC(C)NC(=O)C1=CC=C(C=C1)CNNC.Cl. Cell line: HCT-15. Synergy scores: CSS=7.59, Synergy_ZIP=0.592, Synergy_Bliss=4.43, Synergy_Loewe=4.25, Synergy_HSA=1.25. (5) Drug 1: CCCS(=O)(=O)NC1=C(C(=C(C=C1)F)C(=O)C2=CNC3=C2C=C(C=N3)C4=CC=C(C=C4)Cl)F. Drug 2: CN(C)C1=NC(=NC(=N1)N(C)C)N(C)C. Cell line: U251. Synergy scores: CSS=8.02, Synergy_ZIP=1.30, Synergy_Bliss=8.16, Synergy_Loewe=2.31, Synergy_HSA=5.66. (6) Drug 1: CC1C(C(=O)NC(C(=O)N2CCCC2C(=O)N(CC(=O)N(C(C(=O)O1)C(C)C)C)C)C(C)C)NC(=O)C3=C4C(=C(C=C3)C)OC5=C(C(=O)C(=C(C5=N4)C(=O)NC6C(OC(=O)C(N(C(=O)CN(C(=O)C7CCCN7C(=O)C(NC6=O)C(C)C)C)C)C(C)C)C)N)C. Drug 2: CN1C(=O)N2C=NC(=C2N=N1)C(=O)N. Cell line: NCI/ADR-RES. Synergy scores: CSS=-3.30, Synergy_ZIP=0.460, Synergy_Bliss=-2.44, Synergy_Loewe=-6.66, Synergy_HSA=-4.61. (7) Cell line: OVCAR-8. Drug 1: CCN(CC)CCCC(C)NC1=C2C=C(C=CC2=NC3=C1C=CC(=C3)Cl)OC. Synergy scores: CSS=10.9, Synergy_ZIP=-1.10, Synergy_Bliss=5.72, Synergy_Loewe=-2.36, Synergy_HSA=-2.01. Drug 2: C1CC(=O)NC(=O)C1N2C(=O)C3=CC=CC=C3C2=O. (8) Drug 1: C1CCC(C(C1)[NH-])[NH-].C(=O)(C(=O)[O-])[O-].[Pt+4]. Drug 2: CN1C=C(C=N1)C2=C3N=C(C(=C(N3N=C2)N)Br)C4CCCNC4. Cell line: SW-620. Synergy scores: CSS=36.4, Synergy_ZIP=0.691, Synergy_Bliss=-0.398, Synergy_Loewe=-9.15, Synergy_HSA=-0.212. (9) Drug 2: CC1=C2C(C(=O)C3(C(CC4C(C3C(C(C2(C)C)(CC1OC(=O)C(C(C5=CC=CC=C5)NC(=O)OC(C)(C)C)O)O)OC(=O)C6=CC=CC=C6)(CO4)OC(=O)C)O)C)O. Synergy scores: CSS=62.6, Synergy_ZIP=2.14, Synergy_Bliss=1.70, Synergy_Loewe=1.53, Synergy_HSA=1.87. Cell line: MOLT-4. Drug 1: C1CN1P(=S)(N2CC2)N3CC3. (10) Drug 1: CC12CCC(CC1=CCC3C2CCC4(C3CC=C4C5=CN=CC=C5)C)O. Drug 2: CC1=C(N=C(N=C1N)C(CC(=O)N)NCC(C(=O)N)N)C(=O)NC(C(C2=CN=CN2)OC3C(C(C(C(O3)CO)O)O)OC4C(C(C(C(O4)CO)O)OC(=O)N)O)C(=O)NC(C)C(C(C)C(=O)NC(C(C)O)C(=O)NCCC5=NC(=CS5)C6=NC(=CS6)C(=O)NCCC[S+](C)C)O. Cell line: HOP-92. Synergy scores: CSS=7.29, Synergy_ZIP=-4.49, Synergy_Bliss=-5.76, Synergy_Loewe=-20.5, Synergy_HSA=-4.79.